This data is from Full USPTO retrosynthesis dataset with 1.9M reactions from patents (1976-2016). The task is: Predict the reactants needed to synthesize the given product. Given the product [I:25][C:26]1[CH:31]=[CH:30][N:29]([CH:12]2[CH2:13][CH2:14][N:15]([C:18]([O:20][C:21]([CH3:22])([CH3:23])[CH3:24])=[O:19])[CH2:16][CH2:17]2)[C:28](=[O:32])[C:27]=1[CH3:33], predict the reactants needed to synthesize it. The reactants are: CC1C=CC(S(O[CH:12]2[CH2:17][CH2:16][N:15]([C:18]([O:20][C:21]([CH3:24])([CH3:23])[CH3:22])=[O:19])[CH2:14][CH2:13]2)(=O)=O)=CC=1.[I:25][C:26]1[CH:31]=[CH:30][NH:29][C:28](=[O:32])[C:27]=1[CH3:33].C(=O)([O-])[O-].[K+].[K+].